Dataset: Forward reaction prediction with 1.9M reactions from USPTO patents (1976-2016). Task: Predict the product of the given reaction. Given the reactants Cl[C:2]1[N:7]=[C:6]([O:8][C:9]2[C:35]([F:36])=[CH:34][C:33]([F:37])=[CH:32][C:10]=2[CH2:11][NH:12][C:13]([NH:15][C:16]2[N:20]([C:21]3[CH:26]=[CH:25][C:24]([CH3:27])=[CH:23][CH:22]=3)[N:19]=[C:18]([C:28]([CH3:31])([CH3:30])[CH3:29])[CH:17]=2)=[O:14])[CH:5]=[CH:4][N:3]=1.C(O)(=O)CC(CC(O)=O)(C(O)=O)O.[NH:51]1[CH2:56][CH2:55][O:54][CH2:53][CH2:52]1, predict the reaction product. The product is: [O:54]1[CH2:55][CH2:56][N:51]([C:2]2[N:7]=[C:6]([O:8][C:9]3[C:35]([F:36])=[CH:34][C:33]([F:37])=[CH:32][C:10]=3[CH2:11][NH:12][C:13]([NH:15][C:16]3[N:20]([C:21]4[CH:22]=[CH:23][C:24]([CH3:27])=[CH:25][CH:26]=4)[N:19]=[C:18]([C:28]([CH3:31])([CH3:29])[CH3:30])[CH:17]=3)=[O:14])[CH:5]=[CH:4][N:3]=2)[CH2:52][CH2:53]1.